Dataset: Reaction yield outcomes from USPTO patents with 853,638 reactions. Task: Predict the reaction yield, written as a fraction of the theoretical maximum amount of product (1.0 means a 100% yield; for example, 0.34 means a 34% yield). (1) The reactants are Cl.[CH2:2]([C:4]1[S:24][C:7]2[N:8]=[C:9]([S:18][CH2:19][C:20]([O:22][CH3:23])=[O:21])[N:10]=[C:11]([N:12]3[CH2:17][CH2:16][NH:15][CH2:14][CH2:13]3)[C:6]=2[CH:5]=1)[CH3:3].C(N(C(C)C)CC)(C)C.[CH3:34][N:35]([CH3:45])[C:36]1[CH:44]=[CH:43][C:39]([C:40](Cl)=[O:41])=[CH:38][CH:37]=1. The catalyst is CN(C=O)C. The product is [CH3:34][N:35]([CH3:45])[C:36]1[CH:44]=[CH:43][C:39]([C:40]([N:15]2[CH2:16][CH2:17][N:12]([C:11]3[C:6]4[CH:5]=[C:4]([CH2:2][CH3:3])[S:24][C:7]=4[N:8]=[C:9]([S:18][CH2:19][C:20]([O:22][CH3:23])=[O:21])[N:10]=3)[CH2:13][CH2:14]2)=[O:41])=[CH:38][CH:37]=1. The yield is 0.310. (2) The reactants are [Cl:1][C:2]1[N:3]=[C:4](Cl)[C:5]2[S:10][CH:9]=[C:8]([CH3:11])[C:6]=2[N:7]=1.[CH2:13]([NH2:16])[CH:14]=[CH2:15]. The product is [CH2:13]([NH:16][C:4]1[C:5]2[S:10][CH:9]=[C:8]([CH3:11])[C:6]=2[N:7]=[C:2]([Cl:1])[N:3]=1)[CH:14]=[CH2:15]. The catalyst is CN(C=O)C. The yield is 0.762. (3) The reactants are [F:1][C:2]1[CH:7]=[CH:6][C:5]([C:8]2[CH:12]=[C:11]([NH2:13])[N:10]([C:14]3[CH:19]=[CH:18][CH:17]=[CH:16][C:15]=3[CH3:20])[N:9]=2)=[CH:4][CH:3]=1.I[C:22]1[CH:30]=[CH:29][CH:28]=[CH:27][C:23]=1[C:24]([OH:26])=[O:25].C(=O)([O-])[O-].[K+].[K+].C(O)(=O)C. The catalyst is CN(C=O)C.C([O-])(=O)C.[Cu+2].C([O-])(=O)C. The product is [F:1][C:2]1[CH:3]=[CH:4][C:5]([C:8]2[CH:12]=[C:11]([NH:13][C:22]3[CH:30]=[CH:29][CH:28]=[CH:27][C:23]=3[C:24]([OH:26])=[O:25])[N:10]([C:14]3[CH:19]=[CH:18][CH:17]=[CH:16][C:15]=3[CH3:20])[N:9]=2)=[CH:6][CH:7]=1. The yield is 0.120. (4) The reactants are [CH3:1][O:2][C:3]1[CH:4]=[C:5]2[C:10](=[CH:11][C:12]=1[O:13][CH3:14])[N:9]=[CH:8][CH:7]=[C:6]2[O:15][C:16]1[CH:22]=[CH:21][C:19]([NH2:20])=[C:18]([CH3:23])[C:17]=1[CH3:24].C1(C)C=CC=CC=1.C(N(CC)CC)C.Cl[C:40](Cl)([O:42][C:43](=[O:49])OC(Cl)(Cl)Cl)Cl.[CH3:51][C:52]1[CH:57]=[CH:56][C:55]([CH3:58])=[CH:54][C:53]=1[S:59][CH:60](C)[CH2:61]O. The catalyst is C(Cl)Cl. The product is [CH3:1][O:2][C:3]1[CH:4]=[C:5]2[C:10](=[CH:11][C:12]=1[O:13][CH3:14])[N:9]=[CH:8][CH:7]=[C:6]2[O:15][C:16]1[CH:22]=[CH:21][C:19]([NH:20][C:43](=[O:49])[O:42][CH2:40][CH2:61][CH2:60][S:59][C:53]2[CH:54]=[C:55]([CH3:58])[CH:56]=[CH:57][C:52]=2[CH3:51])=[C:18]([CH3:23])[C:17]=1[CH3:24]. The yield is 0.250. (5) The reactants are Br[C:2]1[CH:23]=[CH:22][C:5]([C:6]([NH:8][S:9]([C:12]2[CH:17]=[CH:16][CH:15]=[CH:14][C:13]=2[S:18](=[O:21])(=[O:20])[NH2:19])(=[O:11])=[O:10])=[O:7])=[CH:4][C:3]=1[C:24]#[N:25].[O:26]1[C:30]2[CH:31]=[CH:32][CH:33]=[CH:34][C:29]=2[CH:28]=[C:27]1B(O)O.C(=O)([O-])[O-].[Na+].[Na+]. The catalyst is C1C=CC(P(C2C=CC=CC=2)[C-]2C=CC=C2)=CC=1.C1C=CC(P(C2C=CC=CC=2)[C-]2C=CC=C2)=CC=1.Cl[Pd]Cl.[Fe+2].CN(C)C=O. The product is [O:26]1[C:30]2[CH:31]=[CH:32][CH:33]=[CH:34][C:29]=2[CH:28]=[C:27]1[C:2]1[CH:23]=[CH:22][C:5]([C:6]([NH:8][S:9]([C:12]2[CH:17]=[CH:16][CH:15]=[CH:14][C:13]=2[S:18](=[O:21])(=[O:20])[NH2:19])(=[O:11])=[O:10])=[O:7])=[CH:4][C:3]=1[C:24]#[N:25]. The yield is 0.270. (6) The reactants are [NH2:1][C:2]1[CH:7]=[CH:6][C:5]([C:8]2[S:12][C:11]([CH:13]3[CH2:18][CH2:17][N:16]([CH2:19][C:20]([O:22][CH2:23][CH3:24])=[O:21])[CH2:15][CH2:14]3)=[N:10][CH:9]=2)=[CH:4][CH:3]=1.[F:25][C:26]1[C:31]([F:32])=[C:30]([F:33])[CH:29]=[CH:28][C:27]=1[N:34]=[C:35]=[O:36]. No catalyst specified. The product is [F:25][C:26]1[C:31]([F:32])=[C:30]([F:33])[CH:29]=[CH:28][C:27]=1[NH:34][C:35](=[O:36])[NH:1][C:2]1[CH:7]=[CH:6][C:5]([C:8]2[S:12][C:11]([CH:13]3[CH2:18][CH2:17][N:16]([CH2:19][C:20]([O:22][CH2:23][CH3:24])=[O:21])[CH2:15][CH2:14]3)=[N:10][CH:9]=2)=[CH:4][CH:3]=1. The yield is 0.660. (7) The reactants are [C:1]([O:5][CH2:6][CH2:7][N:8]1[CH2:13][CH2:12][CH:11]([O:14][C:15]2[CH:24]=[C:23]([O:25][CH2:26][CH2:27][CH2:28][N:29]3[CH2:34][CH2:33][N:32]([CH3:35])[CH2:31][CH2:30]3)[CH:22]=[C:21]3[C:16]=2[C:17](=O)[NH:18][CH:19]=[N:20]3)[CH2:10][CH2:9]1)([CH3:4])([CH3:3])[CH3:2].C1(P(C2C=CC=CC=2)C2C=CC=CC=2)C=CC=CC=1.C(Cl)(Cl)(Cl)Cl.[NH2:61][C:62]1[CH:66]=[C:65]([CH2:67][C:68]([OH:70])=[O:69])[NH:64][N:63]=1. The catalyst is ClC(Cl)C. The product is [C:1]([O:5][CH2:6][CH2:7][N:8]1[CH2:13][CH2:12][CH:11]([O:14][C:15]2[CH:24]=[C:23]([O:25][CH2:26][CH2:27][CH2:28][N:29]3[CH2:34][CH2:33][N:32]([CH3:35])[CH2:31][CH2:30]3)[CH:22]=[C:21]3[C:16]=2[C:17]([NH:61][C:62]2[CH:66]=[C:65]([CH2:67][C:68]([OH:70])=[O:69])[NH:64][N:63]=2)=[N:18][CH:19]=[N:20]3)[CH2:10][CH2:9]1)([CH3:2])([CH3:3])[CH3:4]. The yield is 0.540.